From a dataset of Human liver microsome stability data. Regression/Classification. Given a drug SMILES string, predict its absorption, distribution, metabolism, or excretion properties. Task type varies by dataset: regression for continuous measurements (e.g., permeability, clearance, half-life) or binary classification for categorical outcomes (e.g., BBB penetration, CYP inhibition). Dataset: hlm. The drug is Cc1cc(N)nc2cc(-c3cccc(CN)c3)ccc12. The result is 0 (unstable in human liver microsomes).